Task: Predict the product of the given reaction.. Dataset: Forward reaction prediction with 1.9M reactions from USPTO patents (1976-2016) (1) Given the reactants [Cl:1][C:2]1[C:3]([C:9]([OH:11])=O)=[N:4][CH:5]=[C:6]([F:8])[CH:7]=1.C(Cl)(=O)C([Cl:15])=O.CN(C)C=O, predict the reaction product. The product is: [Cl:1][C:2]1[C:3]([C:9]([Cl:15])=[O:11])=[N:4][CH:5]=[C:6]([F:8])[CH:7]=1. (2) Given the reactants [C:1]([C:5]1[CH:6]=[C:7]([C:10]([OH:12])=O)[NH:8][N:9]=1)([CH3:4])([CH3:3])[CH3:2].C1CCC(N=C=NC2CCCCC2)CC1.[Cl:28][C:29]1[CH:30]=[C:31]([C:36]2[O:40][C:39]([CH2:41][CH:42]([NH2:44])[CH3:43])=[CH:38][CH:37]=2)[CH:32]=[CH:33][C:34]=1[Cl:35], predict the reaction product. The product is: [C:1]([C:5]1[CH:6]=[C:7]([C:10]([NH:44][CH:42]([CH3:43])[CH2:41][C:39]2[O:40][C:36]([C:31]3[CH:32]=[CH:33][C:34]([Cl:35])=[C:29]([Cl:28])[CH:30]=3)=[CH:37][CH:38]=2)=[O:12])[NH:8][N:9]=1)([CH3:2])([CH3:3])[CH3:4]. (3) Given the reactants [C:1]([C:4]1[C:5]([C:20](=[O:22])[CH3:21])=[C:6]([CH3:19])[N:7]([C:10]2[CH:15]=[CH:14][C:13]([OH:16])=[C:12]([CH3:17])[C:11]=2[CH3:18])[C:8]=1[CH3:9])(=[O:3])[CH3:2].C([O-])([O-])=O.[K+].[K+].Br[CH2:30][CH3:31], predict the reaction product. The product is: [C:1]([C:4]1[C:5]([C:20](=[O:22])[CH3:21])=[C:6]([CH3:19])[N:7]([C:10]2[CH:15]=[CH:14][C:13]([O:16][CH2:30][CH3:31])=[C:12]([CH3:17])[C:11]=2[CH3:18])[C:8]=1[CH3:9])(=[O:3])[CH3:2]. (4) Given the reactants Br[C:2]1[CH:3]=[C:4]2[CH2:10][C@:9]3([CH:15]4[CH2:16][CH2:17][N:12]([CH2:13][CH2:14]4)[CH2:11]3)[O:8][C:5]2=[N:6][CH:7]=1.[F:18][C:19]1[O:20][C:21]2[CH:34]=[CH:33][CH:32]=[CH:31][C:22]=2[C:23]=1[Sn](CC)(CC)CC, predict the reaction product. The product is: [F:18][C:19]1[O:20][C:21]2[CH:34]=[CH:33][CH:32]=[CH:31][C:22]=2[C:23]=1[C:2]1[CH:3]=[C:4]2[CH2:10][C@:9]3([CH:15]4[CH2:16][CH2:17][N:12]([CH2:13][CH2:14]4)[CH2:11]3)[O:8][C:5]2=[N:6][CH:7]=1. (5) Given the reactants [C:1]1([C:7]2[O:8][C:9]([C:15]([F:18])([F:17])[F:16])=[C:10]([C:12]([OH:14])=O)[N:11]=2)[CH:6]=[CH:5][CH:4]=[CH:3][CH:2]=1.[NH2:19][C:20]1[CH:21]=[CH:22][C:23]([N:26]2[CH2:31][CH2:30][CH2:29][CH:28]([OH:32])[CH2:27]2)=[N:24][CH:25]=1, predict the reaction product. The product is: [OH:32][CH:28]1[CH2:29][CH2:30][CH2:31][N:26]([C:23]2[CH:22]=[CH:21][C:20]([NH:19][C:12]([C:10]3[N:11]=[C:7]([C:1]4[CH:2]=[CH:3][CH:4]=[CH:5][CH:6]=4)[O:8][C:9]=3[C:15]([F:18])([F:17])[F:16])=[O:14])=[CH:25][N:24]=2)[CH2:27]1. (6) Given the reactants [C:1]([O:5][C:6]([N:8]([C:26]([O:28][C:29]([CH3:32])([CH3:31])[CH3:30])=[O:27])[C:9]1[C:14]([C:15]([O:17][CH3:18])=[O:16])=[C:13]([CH:19]=[CH2:20])[C:12]([C:21]2[NH:22][N:23]=[CH:24][CH:25]=2)=[CH:11][CH:10]=1)=[O:7])([CH3:4])([CH3:3])[CH3:2].C[N+]1([O-])CC[O:37]CC1.ClC1C=CC=C(C(OO)=O)C=1, predict the reaction product. The product is: [C:29]([O:28][C:26]([N:8]([C:6]([O:5][C:1]([CH3:4])([CH3:2])[CH3:3])=[O:7])[C:9]1[CH:10]=[CH:11][C:12]2[C:21]3=[CH:25][CH:24]=[N:23][N:22]3[CH2:20][CH:19]([OH:37])[C:13]=2[C:14]=1[C:15]([O:17][CH3:18])=[O:16])=[O:27])([CH3:32])([CH3:31])[CH3:30].